This data is from Catalyst prediction with 721,799 reactions and 888 catalyst types from USPTO. The task is: Predict which catalyst facilitates the given reaction. (1) Reactant: [Cl:1][C:2]1[CH:9]=[CH:8][CH:7]=[CH:6][C:3]=1[NH:4][CH3:5].O=[CH:11][C:12]([OH:14])=[O:13].[BH3-]C#N.[Na+].C(O)(=O)C. Product: [Cl:1][C:2]1[CH:9]=[CH:8][CH:7]=[CH:6][C:3]=1[N:4]([CH3:5])[CH2:11][C:12]([OH:14])=[O:13]. The catalyst class is: 10. (2) Reactant: [H-].[Al+3].[Li+].[H-].[H-].[H-].[CH2:7]([C:9]1[CH:10]=[CH:11][CH:12]=[C:13]2[C:17]=1[NH:16][CH:15]=[C:14]2[CH:18]([C:25]1[CH:30]=[CH:29][C:28]([C:31]([F:34])([F:33])[F:32])=[CH:27][CH:26]=1)[CH2:19][C:20](OCC)=[O:21])[CH3:8].C(O)(C)C.[Cl-].[NH4+]. Product: [CH2:7]([C:9]1[CH:10]=[CH:11][CH:12]=[C:13]2[C:17]=1[NH:16][CH:15]=[C:14]2[CH:18]([C:25]1[CH:26]=[CH:27][C:28]([C:31]([F:33])([F:32])[F:34])=[CH:29][CH:30]=1)[CH2:19][CH2:20][OH:21])[CH3:8]. The catalyst class is: 27. (3) Reactant: [NH2:1][C:2]1[CH:6]=[CH:5][NH:4][N:3]=1.[C:7](OCC)(=[O:10])[C:8]#[CH:9].C1(C)C=CC=CC=1. The catalyst class is: 12. Product: [OH:10][C:7]1[CH:8]=[CH:9][N:3]2[N:4]=[CH:5][CH:6]=[C:2]2[N:1]=1. (4) Reactant: [Cl:1][C:2]1[CH:3]=[CH:4][C:5]([SH:11])=[C:6]([CH:10]=1)[C:7]([OH:9])=[O:8].[CH3:12][C:13]([CH3:15])=O.C12(CS(O)(=O)=O)C(C)(C)C(CC1)CC2=O. Product: [Cl:1][C:2]1[CH:3]=[CH:4][C:5]2[S:11][C:13]([CH3:15])([CH3:12])[O:8][C:7](=[O:9])[C:6]=2[CH:10]=1. The catalyst class is: 373. (5) Reactant: [CH3:1][C:2]1[CH:3]=[CH:4][C:5]([C:21]([NH:23][C:24]2[CH:25]=[C:26]([C:36]([F:39])([F:38])[F:37])[CH:27]=[C:28]([N:30]3[CH:34]=[N:33][C:32]([CH3:35])=[CH:31]3)[CH:29]=2)=[O:22])=[CH:6][C:7]=1[NH:8][C:9]1[N:10]=[CH:11][CH:12]=[C:13]([C:15]2[CH:16]=[CH:17][CH:18]=[N:19][CH:20]=2)[N:14]=1.[C:40]([OH:43])(=[O:42])[CH3:41]. The catalyst class is: 237. Product: [CH3:1][C:2]1[CH:3]=[CH:4][C:5]([C:21]([NH:23][C:24]2[CH:25]=[C:26]([C:36]([F:38])([F:39])[F:37])[CH:27]=[C:28]([N:30]3[CH:34]=[N:33][C:32]([CH3:35])=[CH:31]3)[CH:29]=2)=[O:22])=[CH:6][C:7]=1[NH:8][C:9]1[N:10]=[CH:11][CH:12]=[C:13]([C:15]2[CH:16]=[CH:17][CH:18]=[N:19][CH:20]=2)[N:14]=1.[C:40]([O-:43])(=[O:42])[CH3:41]. (6) Reactant: [O:1]=[S:2]1(=[O:39])[C:8]2[CH:9]=[CH:10][CH:11]=[CH:12][C:7]=2[CH2:6][N:5]([C:13]2[CH:22]=[C:21]([NH:23][C:24]([CH:26]3[CH2:30][CH2:29][CH2:28][N:27]3C(OC(C)(C)C)=O)=[O:25])[C:20]3[C:15](=[CH:16][CH:17]=[C:18]([CH3:38])[CH:19]=3)[N:14]=2)[CH2:4][CH2:3]1.Cl. Product: [O:39]=[S:2]1(=[O:1])[C:8]2[CH:9]=[CH:10][CH:11]=[CH:12][C:7]=2[CH2:6][N:5]([C:13]2[CH:22]=[C:21]([NH:23][C:24](=[O:25])[C@@H:26]3[CH2:30][CH2:29][CH2:28][NH:27]3)[C:20]3[C:15](=[CH:16][CH:17]=[C:18]([CH3:38])[CH:19]=3)[N:14]=2)[CH2:4][CH2:3]1. The catalyst class is: 13. (7) Reactant: C1COCC1.C([O:8][C:9](=[O:48])[CH2:10][CH2:11][N:12]([CH2:20][C:21]([N:23]1[C:31]2[C:26](=[CH:27][C:28]([O:32][CH2:33][C:34]3[CH:39]=[CH:38][C:37]([C:40]([F:43])([F:42])[F:41])=[C:36]([C:44]([F:47])([F:46])[F:45])[CH:35]=3)=[CH:29][CH:30]=2)[CH2:25][CH2:24]1)=[O:22])[C:13]([O:15][C:16]([CH3:19])([CH3:18])[CH3:17])=[O:14])C.[OH-].[Na+].Cl. Product: [F:46][C:44]([F:45])([F:47])[C:36]1[CH:35]=[C:34]([CH:39]=[CH:38][C:37]=1[C:40]([F:42])([F:41])[F:43])[CH2:33][O:32][C:28]1[CH:27]=[C:26]2[C:31](=[CH:30][CH:29]=1)[N:23]([C:21](=[O:22])[CH2:20][N:12]([CH2:11][CH2:10][C:9]([OH:48])=[O:8])[C:13]([O:15][C:16]([CH3:17])([CH3:19])[CH3:18])=[O:14])[CH2:24][CH2:25]2. The catalyst class is: 5. (8) Product: [CH:18]1([CH2:17][O:7][C:5]2[CH:6]=[C:1]([OH:9])[CH:2]=[C:3]([OH:8])[CH:4]=2)[CH2:20][CH2:19]1. Reactant: [C:1]1([OH:9])[CH:6]=[C:5]([OH:7])[CH:4]=[C:3]([OH:8])[CH:2]=1.C(=O)([O-])[O-].[K+].[K+].Br[CH2:17][CH:18]1[CH2:20][CH2:19]1. The catalyst class is: 31.